This data is from Merck oncology drug combination screen with 23,052 pairs across 39 cell lines. The task is: Regression. Given two drug SMILES strings and cell line genomic features, predict the synergy score measuring deviation from expected non-interaction effect. (1) Drug 1: O=S1(=O)NC2(CN1CC(F)(F)F)C1CCC2Cc2cc(C=CCN3CCC(C(F)(F)F)CC3)ccc2C1. Drug 2: CCC1(O)CC2CN(CCc3c([nH]c4ccccc34)C(C(=O)OC)(c3cc4c(cc3OC)N(C)C3C(O)(C(=O)OC)C(OC(C)=O)C5(CC)C=CCN6CCC43C65)C2)C1. Cell line: A375. Synergy scores: synergy=18.0. (2) Drug 1: Cn1nnc2c(C(N)=O)ncn2c1=O. Drug 2: CCc1cnn2c(NCc3ccc[n+]([O-])c3)cc(N3CCCCC3CCO)nc12. Cell line: ES2. Synergy scores: synergy=3.15. (3) Drug 1: Cn1nnc2c(C(N)=O)ncn2c1=O. Drug 2: CC1(c2nc3c(C(N)=O)cccc3[nH]2)CCCN1. Cell line: SKOV3. Synergy scores: synergy=-8.65. (4) Drug 1: CCC1(O)CC2CN(CCc3c([nH]c4ccccc34)C(C(=O)OC)(c3cc4c(cc3OC)N(C)C3C(O)(C(=O)OC)C(OC(C)=O)C5(CC)C=CCN6CCC43C65)C2)C1. Drug 2: CS(=O)(=O)CCNCc1ccc(-c2ccc3ncnc(Nc4ccc(OCc5cccc(F)c5)c(Cl)c4)c3c2)o1. Cell line: LOVO. Synergy scores: synergy=33.1. (5) Drug 1: CC(C)CC(NC(=O)C(Cc1ccccc1)NC(=O)c1cnccn1)B(O)O. Drug 2: Cc1nc(Nc2ncc(C(=O)Nc3c(C)cccc3Cl)s2)cc(N2CCN(CCO)CC2)n1. Cell line: HT144. Synergy scores: synergy=-13.6.